From a dataset of Catalyst prediction with 721,799 reactions and 888 catalyst types from USPTO. Predict which catalyst facilitates the given reaction. Reactant: C1(P(C2C=CC=CC=2)C2C=CC=CC=2)C=CC=CC=1.BrN1C(=O)CCC1=O.[Cl:28][C:29]1[CH:37]=[C:36]2[C:32]([C:33]([C:41]([OH:43])=O)=[CH:34][N:35]2[CH:38]([CH3:40])[CH3:39])=[CH:31][CH:30]=1.[NH2:44][C:45]1[S:46][CH:47]=[CH:48][N:49]=1. Product: [S:46]1[CH:47]=[CH:48][N:49]=[C:45]1[NH:44][C:41]([C:33]1[C:32]2[C:36](=[CH:37][C:29]([Cl:28])=[CH:30][CH:31]=2)[N:35]([CH:38]([CH3:39])[CH3:40])[CH:34]=1)=[O:43]. The catalyst class is: 2.